This data is from Full USPTO retrosynthesis dataset with 1.9M reactions from patents (1976-2016). The task is: Predict the reactants needed to synthesize the given product. (1) Given the product [CH2:10]([O:12][C:13](=[O:42])[C:14]([CH3:41])([CH3:40])[CH2:15][C:16]1[N:17]([CH2:32][C:33]2[CH:34]=[CH:35][C:36]([Cl:39])=[CH:37][CH:38]=2)[C:18]2[C:23]([C:24]=1[S:25][C:26]([CH3:29])([CH3:28])[CH3:27])=[CH:22][C:21]([OH:30])=[CH:20][CH:19]=2)[CH3:11], predict the reactants needed to synthesize it. The reactants are: [Cl-].[Al+3].[Cl-].[Cl-].CC(S)(C)C.[CH2:10]([O:12][C:13](=[O:42])[C:14]([CH3:41])([CH3:40])[CH2:15][C:16]1[N:17]([CH2:32][C:33]2[CH:38]=[CH:37][C:36]([Cl:39])=[CH:35][CH:34]=2)[C:18]2[C:23]([C:24]=1[S:25][C:26]([CH3:29])([CH3:28])[CH3:27])=[CH:22][C:21]([O:30]C)=[CH:20][CH:19]=2)[CH3:11]. (2) Given the product [C:1]([C:5]1[CH:6]=[C:7]([CH:8]=[CH:9][CH:10]=1)[O:11][CH2:12][CH:14]1[CH2:15][O:16]1)([CH3:4])([CH3:2])[CH3:3], predict the reactants needed to synthesize it. The reactants are: [C:1]([C:5]1[CH:6]=[C:7]([OH:11])[CH:8]=[CH:9][CH:10]=1)([CH3:4])([CH3:3])[CH3:2].[CH2:12]([CH:14]1[O:16][CH2:15]1)Cl. (3) The reactants are: [C:1]([C:5]1[CH:6]=[C:7]([C:15]2[CH:16]=[C:17]([C:29]([O:31]C)=[O:30])[N:18]([CH3:28])[C:19]=2[C:20]([CH:22]2[CH2:27][CH2:26][CH2:25][CH2:24][CH2:23]2)=[O:21])[CH:8]=[C:9]([C:11]2([CH3:14])[CH2:13][CH2:12]2)[CH:10]=1)([CH3:4])([CH3:3])[CH3:2].[OH-].[K+].C1COCC1.O. Given the product [C:1]([C:5]1[CH:6]=[C:7]([C:15]2[CH:16]=[C:17]([C:29]([OH:31])=[O:30])[N:18]([CH3:28])[C:19]=2[C:20]([CH:22]2[CH2:23][CH2:24][CH2:25][CH2:26][CH2:27]2)=[O:21])[CH:8]=[C:9]([C:11]2([CH3:14])[CH2:13][CH2:12]2)[CH:10]=1)([CH3:2])([CH3:3])[CH3:4], predict the reactants needed to synthesize it. (4) Given the product [Cl:1][C:2]1[N:7]=[C:6]([C:16]2[CH:17]=[C:12]([CH:13]=[CH:14][CH:15]=2)[C:10]#[N:11])[CH:5]=[C:4]([CH3:9])[N:3]=1, predict the reactants needed to synthesize it. The reactants are: [Cl:1][C:2]1[N:7]=[C:6](Cl)[CH:5]=[C:4]([CH3:9])[N:3]=1.[C:10]([C:12]1[CH:13]=[C:14](B(O)O)[CH:15]=[CH:16][CH:17]=1)#[N:11].